Task: Predict the product of the given reaction.. Dataset: Forward reaction prediction with 1.9M reactions from USPTO patents (1976-2016) (1) Given the reactants [Cl:1][C:2]1[CH:11]=[C:10]2[C:5]([C:6]([N:12]3[CH2:17][CH2:16][N:15]([C:18]([NH:20][CH:21]4[CH2:27][CH2:26][CH2:25][CH2:24][CH:23]([OH:28])[CH2:22]4)=[O:19])[CH2:14][CH2:13]3)=[CH:7][CH:8]=[N:9]2)=[CH:4][CH:3]=1.[H-].[Na+].Br[C:32]1[CH:37]=[C:36]([CH3:38])[CH:35]=[CH:34][N:33]=1, predict the reaction product. The product is: [Cl:1][C:2]1[CH:11]=[C:10]2[C:5]([C:6]([N:12]3[CH2:17][CH2:16][N:15]([C:18]([NH:20][CH:21]4[CH2:27][CH2:26][CH2:25][CH2:24][CH:23]([O:28][C:32]5[CH:37]=[C:36]([CH3:38])[CH:35]=[CH:34][N:33]=5)[CH2:22]4)=[O:19])[CH2:14][CH2:13]3)=[CH:7][CH:8]=[N:9]2)=[CH:4][CH:3]=1. (2) Given the reactants [CH3:1][C:2]1[CH:7]=[C:6]([C:8]([O:10]C)=[O:9])[CH:5]=[CH:4][C:3]=1[C:12]1[CH:17]=[CH:16][CH:15]=[CH:14][C:13]=1[CH3:18].[OH-].[Na+].Cl.O, predict the reaction product. The product is: [CH3:1][C:2]1[CH:7]=[C:6]([C:8]([OH:10])=[O:9])[CH:5]=[CH:4][C:3]=1[C:12]1[CH:17]=[CH:16][CH:15]=[CH:14][C:13]=1[CH3:18]. (3) Given the reactants [CH3:1][C:2]([C:4]1[CH:9]=[CH:8][C:7]([Br:10])=[CH:6][CH:5]=1)=O.[NH2:11][C:12]1[CH:17]=[CH:16][CH:15]=[CH:14][N:13]=1.[OH-].[Na+], predict the reaction product. The product is: [Br:10][C:7]1[CH:8]=[CH:9][C:4]([C:2]2[N:11]=[C:12]3[CH:17]=[CH:16][CH:15]=[CH:14][N:13]3[CH:1]=2)=[CH:5][CH:6]=1.